From a dataset of Reaction yield outcomes from USPTO patents with 853,638 reactions. Predict the reaction yield, written as a fraction of the theoretical maximum amount of product (1.0 means a 100% yield; for example, 0.34 means a 34% yield). (1) The reactants are [C:1](Cl)(=[O:10])/[CH:2]=[CH:3]/[C:4]1[CH:9]=[CH:8][CH:7]=[CH:6][CH:5]=1.Br.[Cl:13][C:14]1[C:23]([OH:24])=[C:22]([OH:25])[C:21]([Cl:26])=[C:20]2[C:15]=1[CH2:16][CH2:17][NH:18][CH2:19]2.C(N(CC)CC)C. The catalyst is CN(C=O)C.C(OCC)(=O)C. The product is [Cl:13][C:14]1[C:23]([OH:24])=[C:22]([OH:25])[C:21]([Cl:26])=[C:20]2[C:15]=1[CH2:16][CH2:17][N:18]([C:1](=[O:10])/[CH:2]=[CH:3]/[C:4]1[CH:9]=[CH:8][CH:7]=[CH:6][CH:5]=1)[CH2:19]2. The yield is 0.400. (2) The reactants are C[O:2][C:3]1[CH:13]=[CH:12][C:6]2[N:7]=[C:8]([C:10]#[N:11])[S:9][C:5]=2[CH:4]=1.Cl.[NH+]1C=CC=CC=1. No catalyst specified. The product is [OH:2][C:3]1[CH:13]=[CH:12][C:6]2[N:7]=[C:8]([C:10]#[N:11])[S:9][C:5]=2[CH:4]=1. The yield is 0.450. (3) The reactants are C([O-])([O-])=O.[Cs+].[Cs+].Cl[C:8]1[CH:13]=[CH:12][CH:11]=[CH:10][C:9]=1[C:14]#[C:15][C:16]1[CH:21]=[CH:20][CH:19]=[CH:18][CH:17]=1.[C:22]([O:26][C:27]([N:29]([C:31]1[CH:36]=[CH:35][CH:34]=[CH:33][CH:32]=1)[NH2:30])=[O:28])([CH3:25])([CH3:24])[CH3:23]. The catalyst is Cl[Pd]Cl.CN(C=O)C. The product is [C:22]([O:26][C:27](=[O:28])[N:29]([C:31]1[CH:36]=[CH:35][CH:34]=[CH:33][CH:32]=1)[N:30]1[C:8]2[C:9](=[CH:10][CH:11]=[CH:12][CH:13]=2)[CH:14]=[C:15]1[C:16]1[CH:21]=[CH:20][CH:19]=[CH:18][CH:17]=1)([CH3:25])([CH3:23])[CH3:24]. The yield is 0.860. (4) The reactants are [NH2:1][C:2]1[CH:7]=[CH:6][C:5]([C:8]2([C:11]([O:13][CH3:14])=[O:12])[CH2:10][CH2:9]2)=[CH:4][CH:3]=1.C1C(=O)N([Br:22])C(=O)C1.O. The catalyst is C(#N)C. The product is [NH2:1][C:2]1[CH:3]=[CH:4][C:5]([C:8]2([C:11]([O:13][CH3:14])=[O:12])[CH2:10][CH2:9]2)=[CH:6][C:7]=1[Br:22]. The yield is 0.780. (5) The reactants are [S-:1][C:2]#[N:3].[K+].[NH2:5][C:6]1[CH:7]=[CH:8][C:9]([O:12][C:13]2[CH:14]=[C:15]([NH:20][C:21](=[O:27])[O:22][C:23]([CH3:26])([CH3:25])[CH3:24])[CH:16]=[CH:17][C:18]=2[CH3:19])=[N:10][CH:11]=1.BrBr. The catalyst is C(O)(=O)C. The product is [NH2:3][C:2]1[S:1][C:11]2[C:6]([N:5]=1)=[CH:7][CH:8]=[C:9]([O:12][C:13]1[CH:14]=[C:15]([NH:20][C:21](=[O:27])[O:22][C:23]([CH3:25])([CH3:24])[CH3:26])[CH:16]=[CH:17][C:18]=1[CH3:19])[N:10]=2. The yield is 0.820. (6) The reactants are [F:1][C:2]1[C:7]([F:8])=[C:6]([N:9]2[CH2:14][CH2:13][O:12][CH2:11][CH2:10]2)[CH:5]=[CH:4][C:3]=1[N:15]1[CH:20]=[C:19]([O:21][CH3:22])[C:18](=[O:23])[C:17]([C:24](N(OC)C)=[O:25])=[N:16]1.[CH3:30][Mg+].[Br-]. The catalyst is C1COCC1. The product is [C:24]([C:17]1[C:18](=[O:23])[C:19]([O:21][CH3:22])=[CH:20][N:15]([C:3]2[CH:4]=[CH:5][C:6]([N:9]3[CH2:14][CH2:13][O:12][CH2:11][CH2:10]3)=[C:7]([F:8])[C:2]=2[F:1])[N:16]=1)(=[O:25])[CH3:30]. The yield is 0.920. (7) The reactants are [Cl:1][C:2]1[S:6][C:5]([S:7]([NH:10][C:11]([NH2:13])=[NH:12])(=[O:9])=[O:8])=[C:4](B(O)O)[CH:3]=1.N1C=CC=CC=1. The catalyst is CN1CCCC1=O.C([O-])(=O)C.[Cu+2].C([O-])(=O)C. The product is [NH2:12][C:11]1[NH:13][C:4]2[CH:3]=[C:2]([Cl:1])[S:6][C:5]=2[S:7](=[O:9])(=[O:8])[N:10]=1. The yield is 0.440. (8) The reactants are C[N:2](C)[CH:3]=[CH:4][C:5]([C:7]1[C:12](=[O:13])[CH:11]=[CH:10][N:9]([C:14]2[CH:19]=[CH:18][CH:17]=[CH:16][CH:15]=2)[N:8]=1)=O.[C:21]1([NH:27]N)[CH:26]=[CH:25][CH:24]=[CH:23][CH:22]=1. The product is [C:14]1([N:9]2[CH:10]=[CH:11][C:12](=[O:13])[C:7]([C:5]3[N:27]([C:21]4[CH:26]=[CH:25][CH:24]=[CH:23][CH:22]=4)[N:2]=[CH:3][CH:4]=3)=[N:8]2)[CH:19]=[CH:18][CH:17]=[CH:16][CH:15]=1. The yield is 0.0700. The catalyst is CO. (9) The reactants are [N:1]1[C:10]2[C:5](=[CH:6][CH:7]=[CH:8][CH:9]=2)[CH:4]=[CH:3][C:2]=1[N:11]1[CH2:16][CH2:15][N:14]([CH2:17][CH2:18][CH2:19][CH2:20][C:21]2[O:26][C:25](=O)[C:24]3[CH:28]=[CH:29][CH:30]=[CH:31][C:23]=3[N:22]=2)[CH2:13][CH2:12]1.[CH2:32]([NH2:39])[C:33]1[CH:38]=[CH:37][CH:36]=[CH:35][CH:34]=1. No catalyst specified. The product is [CH2:32]([N:39]1[C:25](=[O:26])[C:24]2[C:23](=[CH:31][CH:30]=[CH:29][CH:28]=2)[N:22]=[C:21]1[CH2:20][CH2:19][CH2:18][CH2:17][N:14]1[CH2:13][CH2:12][N:11]([C:2]2[CH:3]=[CH:4][C:5]3[C:10](=[CH:9][CH:8]=[CH:7][CH:6]=3)[N:1]=2)[CH2:16][CH2:15]1)[C:33]1[CH:38]=[CH:37][CH:36]=[CH:35][CH:34]=1. The yield is 0.650. (10) The reactants are [H-].[H-].[H-].[H-].[Li+].[Al+3].C([O:9][C:10](=O)[CH2:11][CH2:12][N:13]1[CH2:18][CH2:17][CH:16]([NH:19][C:20]2[N:24]([CH2:25][C:26]3[C:31]([OH:32])=[CH:30][CH:29]=[C:28]([CH3:33])[N:27]=3)[C:23]3[CH:34]=[C:35]([CH3:39])[CH:36]=[C:37]([CH3:38])[C:22]=3[N:21]=2)[CH2:15][CH2:14]1)C.O.C(OC(=O)C)C. The catalyst is O1CCCC1. The product is [OH:9][CH2:10][CH2:11][CH2:12][N:13]1[CH2:18][CH2:17][CH:16]([NH:19][C:20]2[N:24]([CH2:25][C:26]3[C:31]([OH:32])=[CH:30][CH:29]=[C:28]([CH3:33])[N:27]=3)[C:23]3[CH:34]=[C:35]([CH3:39])[CH:36]=[C:37]([CH3:38])[C:22]=3[N:21]=2)[CH2:15][CH2:14]1. The yield is 0.680.